From a dataset of Reaction yield outcomes from USPTO patents with 853,638 reactions. Predict the reaction yield, written as a fraction of the theoretical maximum amount of product (1.0 means a 100% yield; for example, 0.34 means a 34% yield). (1) The reactants are [CH:1]1[CH:6]=[CH:5][C:4]([CH2:7][C:8]2[CH:13]=[CH:12][C:11]([NH2:14])=[CH:10][CH:9]=2)=[CH:3][CH:2]=1.C(=O)([O-])[O-].[K+].[K+].Cl[C:22]1[N:30]=[CH:29][C:28]([F:31])=[CH:27][C:23]=1[C:24]([OH:26])=[O:25]. The catalyst is CN(C)C=O.C(OCC)(=O)C.[Cu].[Cu]Br. The product is [CH2:7]([C:8]1[CH:9]=[CH:10][C:11]([NH:14][C:22]2[N:30]=[CH:29][C:28]([F:31])=[CH:27][C:23]=2[C:24]([OH:26])=[O:25])=[CH:12][CH:13]=1)[C:4]1[CH:3]=[CH:2][CH:1]=[CH:6][CH:5]=1. The yield is 0.820. (2) The reactants are [CH3:1][N:2]1[CH2:7][CH2:6][NH:5][CH2:4][CH2:3]1.[Cl:8][C:9]1[CH:36]=[CH:35][C:34]([N:37]2[CH:41]=[CH:40][CH:39]=[CH:38]2)=[CH:33][C:10]=1[C:11]([NH:13][C:14](=[O:32])[NH:15][C:16]1[S:17][C:18]2[CH:24]=[C:23]([S:25]([CH2:28][CH2:29][CH2:30]I)(=[O:27])=[O:26])[CH:22]=[CH:21][C:19]=2[N:20]=1)=[O:12]. The catalyst is C1COCC1.CCOC(C)=O. The product is [Cl:8][C:9]1[CH:36]=[CH:35][C:34]([N:37]2[CH:41]=[CH:40][CH:39]=[CH:38]2)=[CH:33][C:10]=1[C:11]([NH:13][C:14](=[O:32])[NH:15][C:16]1[S:17][C:18]2[CH:24]=[C:23]([S:25]([CH2:28][CH2:29][CH2:30][N:5]3[CH2:6][CH2:7][N:2]([CH3:1])[CH2:3][CH2:4]3)(=[O:27])=[O:26])[CH:22]=[CH:21][C:19]=2[N:20]=1)=[O:12]. The yield is 0.190. (3) No catalyst specified. The product is [Cl:22][C:16]1[CH:17]=[CH:18][CH:19]=[C:20]([F:21])[C:15]=1[CH2:14][CH:2]([CH2:3][CH:4]=[CH2:5])[C:1]([N:7]1[CH2:11][CH2:10][O:9][C:8]1=[O:12])=[O:6]. The yield is 0.740. The reactants are [C:1]([N:7]1[CH2:11][CH2:10][O:9][C:8]1=[O:12])(=[O:6])[CH2:2][CH2:3][CH:4]=[CH2:5].Br[CH2:14][C:15]1[C:20]([F:21])=[CH:19][CH:18]=[CH:17][C:16]=1[Cl:22]. (4) The reactants are [N:1]1[C:10]2[C:5](=[CH:6][C:7]([CH2:11][NH2:12])=[CH:8][CH:9]=2)[CH:4]=[N:3][CH:2]=1.Br[C:14]1[C:15]([NH2:21])=[N:16][CH:17]=[C:18]([Br:20])[N:19]=1.C(N(C(C)C)CC)(C)C. The catalyst is CCCCO. The product is [Br:20][C:18]1[N:19]=[C:14]([NH:12][CH2:11][C:7]2[CH:6]=[C:5]3[C:10](=[CH:9][CH:8]=2)[N:1]=[CH:2][N:3]=[CH:4]3)[C:15]([NH2:21])=[N:16][CH:17]=1. The yield is 0.420. (5) The reactants are [N:1]1([C:7]2[CH:19]=[C:18]([C:20]([O:22][CH3:23])=[O:21])[C:10]3[NH:11][C:12]([C:14]([F:17])([F:16])[F:15])=[N:13][C:9]=3[CH:8]=2)[CH2:6][CH2:5][O:4][CH2:3][CH2:2]1.C(=O)([O-])[O-].[K+].[K+].Br[CH2:31][C:32]1[CH:37]=[CH:36][CH:35]=[C:34]([C:38]([F:41])([F:40])[F:39])[C:33]=1[CH3:42]. The catalyst is CN(C)C=O. The product is [CH3:42][C:33]1[C:34]([C:38]([F:39])([F:40])[F:41])=[CH:35][CH:36]=[CH:37][C:32]=1[CH2:31][N:13]1[C:9]2[CH:8]=[C:7]([N:1]3[CH2:6][CH2:5][O:4][CH2:3][CH2:2]3)[CH:19]=[C:18]([C:20]([O:22][CH3:23])=[O:21])[C:10]=2[N:11]=[C:12]1[C:14]([F:17])([F:15])[F:16]. The yield is 0.241.